Dataset: Reaction yield outcomes from USPTO patents with 853,638 reactions. Task: Predict the reaction yield, written as a fraction of the theoretical maximum amount of product (1.0 means a 100% yield; for example, 0.34 means a 34% yield). (1) The reactants are [CH3:1][O:2][C:3]1[N:13]=[CH:12][C:11]2[S:10][CH2:9][CH2:8][N:7]([CH2:14][C:15]3[CH:16]=[C:17]([CH:22]=[CH:23][CH:24]=3)[C:18]([O:20]C)=[O:19])[CH2:6][C:5]=2[CH:4]=1.CO.C1COCC1.[OH-].[Li+]. The catalyst is O. The product is [CH3:1][O:2][C:3]1[N:13]=[CH:12][C:11]2[S:10][CH2:9][CH2:8][N:7]([CH2:14][C:15]3[CH:16]=[C:17]([CH:22]=[CH:23][CH:24]=3)[C:18]([OH:20])=[O:19])[CH2:6][C:5]=2[CH:4]=1. The yield is 0.540. (2) The reactants are [CH3:1][CH:2]([C:8]([O:10][CH2:11][CH3:12])=[O:9])[C:3]([O:5][CH2:6][CH3:7])=[O:4].[H-].[Na+].[Br:15][C:16]1[CH:21]=[C:20]([N+:22]([O-:24])=[O:23])[CH:19]=[CH:18][C:17]=1F. The catalyst is CN(C=O)C. The product is [Br:15][C:16]1[CH:21]=[C:20]([N+:22]([O-:24])=[O:23])[CH:19]=[CH:18][C:17]=1[C:2]([CH3:1])([C:3]([O:5][CH2:6][CH3:7])=[O:4])[C:8]([O:10][CH2:11][CH3:12])=[O:9]. The yield is 0.780.